From a dataset of Full USPTO retrosynthesis dataset with 1.9M reactions from patents (1976-2016). Predict the reactants needed to synthesize the given product. The reactants are: [F:1][C:2]1[C:7]([O:8][CH2:9][CH2:10][CH2:11][CH2:12][CH2:13][CH3:14])=[C:6]([F:15])[CH:5]=[CH:4][C:3]=1B(O)O.Br[C:20]1[CH:25]=[CH:24][CH:23]=[CH:22][N:21]=1.C(=O)([O-])[O-].[K+].[K+].C1(C)C=CC=CC=1. Given the product [F:1][C:2]1[C:7]([O:8][CH2:9][CH2:10][CH2:11][CH2:12][CH2:13][CH3:14])=[C:6]([F:15])[CH:5]=[CH:4][C:3]=1[C:20]1[CH:25]=[CH:24][CH:23]=[CH:22][N:21]=1, predict the reactants needed to synthesize it.